Dataset: Catalyst prediction with 721,799 reactions and 888 catalyst types from USPTO. Task: Predict which catalyst facilitates the given reaction. Reactant: [Cl:1]C(OC(Cl)=O)C.C([N:21]1[CH2:24][CH:23]([O:25][CH2:26][CH2:27][C:28]2[S:29][CH:30]=[CH:31][CH:32]=2)[CH2:22]1)(C1C=CC=CC=1)C1C=CC=CC=1.C(O)C. Product: [ClH:1].[S:29]1[CH:30]=[CH:31][CH:32]=[C:28]1[CH2:27][CH2:26][O:25][CH:23]1[CH2:24][NH:21][CH2:22]1. The catalyst class is: 4.